Dataset: Catalyst prediction with 721,799 reactions and 888 catalyst types from USPTO. Task: Predict which catalyst facilitates the given reaction. (1) Reactant: [CH:1]1[C:13]2[NH:12][C:11]3[C:6](=[CH:7][CH:8]=[CH:9][CH:10]=3)[C:5]=2[CH:4]=[CH:3][CH:2]=1.[H-].[Na+].[I:16][CH2:17][CH2:18][CH2:19][CH2:20][CH2:21][CH2:22]I. Product: [I:16][CH2:17][CH2:18][CH2:19][CH2:20][CH2:21][CH2:22][N:12]1[C:11]2[CH:10]=[CH:9][CH:8]=[CH:7][C:6]=2[C:5]2[C:13]1=[CH:1][CH:2]=[CH:3][CH:4]=2. The catalyst class is: 1. (2) Reactant: [CH3:1][N:2]([CH3:6])[CH2:3][CH2:4][OH:5].[H-].[Na+].Br[CH2:10][C:11]([O:13][C:14]([CH3:17])([CH3:16])[CH3:15])=[O:12]. Product: [CH3:1][N:2]([CH3:6])[CH2:3][CH2:4][O:5][CH2:10][C:11]([O:13][C:14]([CH3:17])([CH3:16])[CH3:15])=[O:12]. The catalyst class is: 7.